This data is from Full USPTO retrosynthesis dataset with 1.9M reactions from patents (1976-2016). The task is: Predict the reactants needed to synthesize the given product. (1) Given the product [NH2:12][CH2:11][CH2:10][CH2:9][NH:8][C:6]([C:5]1[CH:20]=[CH:21][C:2]([Cl:1])=[C:3]([NH:22][C:23]([C:25]2[C:36](=[O:37])[NH:35][C:28]3[N:29]=[C:30]([O:33][CH3:34])[N:31]=[CH:32][C:27]=3[CH:26]=2)=[O:24])[CH:4]=1)=[O:7], predict the reactants needed to synthesize it. The reactants are: [Cl:1][C:2]1[CH:21]=[CH:20][C:5]([C:6]([NH:8][CH2:9][CH2:10][CH2:11][NH:12]C(=O)OC(C)(C)C)=[O:7])=[CH:4][C:3]=1[NH:22][C:23]([C:25]1[C:36](=[O:37])[NH:35][C:28]2[N:29]=[C:30]([O:33][CH3:34])[N:31]=[CH:32][C:27]=2[CH:26]=1)=[O:24].FC(F)(F)C(O)=O. (2) The reactants are: C(N[CH:5]([CH3:7])[CH3:6])(C)C.C([Li])CCC.[CH3:13][O:14][CH:15]([CH3:20])[C:16]([O:18][CH3:19])=[O:17].[Br:21]C(CBr)=C. Given the product [Br:21][C:5](=[CH2:6])[CH2:7][C:15]([O:14][CH3:13])([CH3:20])[C:16]([O:18][CH3:19])=[O:17], predict the reactants needed to synthesize it. (3) Given the product [CH3:38][C:39]1[CH:40]=[C:41]([CH:44]=[CH:45][CH:46]=1)[CH:42]=[N:36][NH:37][C:2]1[CH:3]=[C:4]([N:23]2[CH2:28][CH2:27][O:26][CH2:25][CH2:24]2)[C:5]2[N:6]([CH:8]=[C:9]([C:11]3[CH:12]=[N:13][N:14]([C:17]4[CH:22]=[CH:21][CH:20]=[CH:19][CH:18]=4)[C:15]=3[CH3:16])[N:10]=2)[N:7]=1, predict the reactants needed to synthesize it. The reactants are: Cl[C:2]1[CH:3]=[C:4]([N:23]2[CH2:28][CH2:27][O:26][CH2:25][CH2:24]2)[C:5]2[N:6]([CH:8]=[C:9]([C:11]3[CH:12]=[N:13][N:14]([C:17]4[CH:22]=[CH:21][CH:20]=[CH:19][CH:18]=4)[C:15]=3[CH3:16])[N:10]=2)[N:7]=1.C(=O)([O-])[O-].[K+].[K+].O.[NH2:36][NH2:37].[CH3:38][C:39]1[CH:40]=[C:41]([CH:44]=[CH:45][CH:46]=1)[CH:42]=O. (4) Given the product [Cl:8][C:6]1[N:7]=[C:2]([NH:36][CH2:35][C:32]2[CH:33]=[CH:34][C:29]([O:28][CH3:27])=[CH:30][CH:31]=2)[C:3]2[C:4](=[N:9][N:10]([CH2:12][C:13]3[CH:26]=[CH:25][C:16]([CH2:17][N:18]4[CH:23]=[CH:22][CH:21]=[CH:20][C:19]4=[O:24])=[CH:15][CH:14]=3)[CH:11]=2)[N:5]=1, predict the reactants needed to synthesize it. The reactants are: Cl[C:2]1[C:3]2[C:4](=[N:9][N:10]([CH2:12][C:13]3[CH:26]=[CH:25][C:16]([CH2:17][N:18]4[CH:23]=[CH:22][CH:21]=[CH:20][C:19]4=[O:24])=[CH:15][CH:14]=3)[CH:11]=2)[N:5]=[C:6]([Cl:8])[N:7]=1.[CH3:27][O:28][C:29]1[CH:34]=[CH:33][C:32]([CH2:35][NH2:36])=[CH:31][CH:30]=1. (5) The reactants are: [NH:1]1[CH:5]=[CH:4][N:3]=[C:2]1[C:6]1[CH:7]=[C:8]([C:17]([O:19][CH2:20][CH3:21])=[O:18])[CH:9]=[C:10]([CH:16]=1)[C:11]([O:13][CH2:14][CH3:15])=[O:12].[H-].[Na+].[CH3:24]I. Given the product [CH3:24][N:1]1[CH:5]=[CH:4][N:3]=[C:2]1[C:6]1[CH:16]=[C:10]([C:11]([O:13][CH2:14][CH3:15])=[O:12])[CH:9]=[C:8]([CH:7]=1)[C:17]([O:19][CH2:20][CH3:21])=[O:18], predict the reactants needed to synthesize it. (6) Given the product [Cl:12][C:13]1[CH:18]=[C:17]([N:1]2[CH:5]=[C:4]([C:6]3[CH:11]=[CH:10][CH:9]=[CH:8][N:7]=3)[N:3]=[CH:2]2)[CH:16]=[CH:15][CH:14]=1, predict the reactants needed to synthesize it. The reactants are: [NH:1]1[CH:5]=[C:4]([C:6]2[CH:11]=[CH:10][CH:9]=[CH:8][N:7]=2)[N:3]=[CH:2]1.[Cl:12][C:13]1[CH:14]=[C:15](B(O)O)[CH:16]=[CH:17][CH:18]=1.N1C=CC=CC=1. (7) Given the product [CH2:2]([N:9]1[CH:13]=[CH:12][N:11]=[C:10]1[CH2:14][N:22]([CH2:21][C:20]1[CH:30]=[C:31]([C:33]([F:34])([F:35])[F:36])[CH:32]=[C:18]([C:17]([F:38])([F:37])[F:16])[CH:19]=1)[C:23]1[N:28]=[CH:27][C:26]([Br:29])=[CH:25][N:24]=1)[C:3]1[CH:8]=[CH:7][CH:6]=[CH:5][CH:4]=1, predict the reactants needed to synthesize it. The reactants are: Cl.[CH2:2]([N:9]1[CH:13]=[CH:12][N:11]=[C:10]1[CH2:14]Cl)[C:3]1[CH:8]=[CH:7][CH:6]=[CH:5][CH:4]=1.[F:16][C:17]([F:38])([F:37])[C:18]1[CH:19]=[C:20]([CH:30]=[C:31]([C:33]([F:36])([F:35])[F:34])[CH:32]=1)[CH2:21][NH:22][C:23]1[N:28]=[CH:27][C:26]([Br:29])=[CH:25][N:24]=1.[H-].[Na+].C(OCC)C. (8) Given the product [CH3:1][N:2]1[CH2:24][CH2:23][C:5]2[N:6]([CH2:14][CH:15]([NH:22][CH:26]([CH3:28])[CH3:25])[C:16]3[CH:21]=[CH:20][N:19]=[CH:18][CH:17]=3)[C:7]3[CH:8]=[CH:9][C:10]([CH3:13])=[CH:11][C:12]=3[C:4]=2[CH2:3]1, predict the reactants needed to synthesize it. The reactants are: [CH3:1][N:2]1[CH2:24][CH2:23][C:5]2[N:6]([CH2:14][CH:15]([NH2:22])[C:16]3[CH:21]=[CH:20][N:19]=[CH:18][CH:17]=3)[C:7]3[CH:8]=[CH:9][C:10]([CH3:13])=[CH:11][C:12]=3[C:4]=2[CH2:3]1.[CH3:25][C:26]([CH3:28])=O.C(O)(=O)C.C([BH3-])#N.[Na+].